From a dataset of Reaction yield outcomes from USPTO patents with 853,638 reactions. Predict the reaction yield, written as a fraction of the theoretical maximum amount of product (1.0 means a 100% yield; for example, 0.34 means a 34% yield). (1) The reactants are [CH2:1]([O:8][C:9]([NH:11][CH2:12][CH2:13][CH2:14][C@H:15]([NH:19][C:20]([O:22][C:23]([CH3:26])([CH3:25])[CH3:24])=[O:21])[C:16](O)=[O:17])=[O:10])[C:2]1[CH:7]=[CH:6][CH:5]=[CH:4][CH:3]=1.C[N:28]1CCOCC1.ClC(OCC(C)C)=O.[OH-].[NH4+]. The catalyst is C1COCC1. The product is [CH2:1]([O:8][C:9](=[O:10])[NH:11][CH2:12][CH2:13][CH2:14][C@H:15]([NH:19][C:20]([O:22][C:23]([CH3:26])([CH3:25])[CH3:24])=[O:21])[C:16](=[O:17])[NH2:28])[C:2]1[CH:7]=[CH:6][CH:5]=[CH:4][CH:3]=1. The yield is 1.00. (2) The reactants are ClC1N=[C:4]([NH:18][C:19]2[C:24]([C:25]#[C:26][Si:27]([CH3:30])([CH3:29])[CH3:28])=[CH:23][C:22]([Cl:31])=[CH:21][N:20]=2)[C:5](=[O:17])[N:6]([CH2:8][C:9]2[CH:14]=[CH:13][C:12]([O:15][CH3:16])=[CH:11][CH:10]=2)[CH:7]=1.CCN(C(C)C)C(C)C. The catalyst is C1(C)C=CC=CC=1. The product is [Cl:31][C:22]1[CH:21]=[N:20][C:19]2[NH:18][C:4]3[C:5](=[O:17])[N:6]([CH2:8][C:9]4[CH:14]=[CH:13][C:12]([O:15][CH3:16])=[CH:11][CH:10]=4)[CH:7]=[C:26]([Si:27]([CH3:30])([CH3:29])[CH3:28])[C:25]=3[C:24]=2[CH:23]=1. The yield is 0.870. (3) The yield is 0.700. The product is [C:19]1([CH3:29])[CH:20]=[CH:21][C:22]([CH2:25][CH2:26][CH2:27][O:28][S:1]([C:4]2[CH:10]=[CH:9][C:7]([CH3:8])=[CH:6][CH:5]=2)(=[O:3])=[O:2])=[CH:23][CH:24]=1. The reactants are [S:1](Cl)([C:4]1[CH:10]=[CH:9][C:7]([CH3:8])=[CH:6][CH:5]=1)(=[O:3])=[O:2].C(NC(C)C)(C)C.[C:19]1([CH3:29])[CH:24]=[CH:23][C:22]([CH2:25][CH2:26][CH2:27][OH:28])=[CH:21][CH:20]=1.[Cl-].[NH4+]. The catalyst is CN(C)C1C=CN=CC=1.C(Cl)Cl.